Dataset: Experimentally validated miRNA-target interactions with 360,000+ pairs, plus equal number of negative samples. Task: Binary Classification. Given a miRNA mature sequence and a target amino acid sequence, predict their likelihood of interaction. (1) The miRNA is hsa-miR-3136-3p with sequence UGGCCCAACCUAUUCAGUUAGU. The protein sequence of the target gene is MQHLLEYMPEDLPVRDTDSSPLLKGTSGKNVRAQPHLGRMNQKELNCRRLHLHEEPTLVKEPSPKQRDKNRRRRTNVQRSTTTQPDLRTLAVLQEPERRRRPWVSASPSPSAPPRAPVPGRKAHVQRLCPSTAVGSAQPRVHAGRRLPHIAGPNDRRSHTAPPAFKDYVADKNTRIEITREPSQLTHTMTTDSTHVEEIPRSPEKTSKVEKPEQRSSEECTQKAAELRASIKENVELIRLKKLLQERNTSLAATEAQLTRVQEAYEDLLQKNQGILDTAHNAFLSQVNELKAELSEESKK.... Result: 0 (no interaction). (2) The miRNA is hsa-miR-548g-5p with sequence UGCAAAAGUAAUUGCAGUUUUUG. The protein sequence of the target gene is MSILLPNMAEFDTISELEEEEEEEAATSSSSPSSSSSVSGPDDDEEDEEEEEEEEEEEEEEEEEEEEEAPPPPRVVSEEHLRRYAPDPVLVRGAGHITVFGLSNKFDTEFPSVLTGKVAPEEFKTSIGRVNACLKKALPVNVKWLLCGCLCCCCTLGCSLWPVICLNKRTRRSIQKLIEWENNRLYHKLALHWKLTKRKCETSNMMEYVILIEFLPKYPIFRPD. Result: 1 (interaction).